From a dataset of Peptide-MHC class II binding affinity with 134,281 pairs from IEDB. Regression. Given a peptide amino acid sequence and an MHC pseudo amino acid sequence, predict their binding affinity value. This is MHC class II binding data. (1) The peptide sequence is ALTEALRVIAGAFEV. The MHC is DRB1_0901 with pseudo-sequence DRB1_0901. The binding affinity (normalized) is 0.606. (2) The MHC is HLA-DQA10201-DQB10301 with pseudo-sequence HLA-DQA10201-DQB10301. The binding affinity (normalized) is 0.657. The peptide sequence is ARGWAAHRARANESA. (3) The peptide sequence is AFILDIDNLFPKV. The MHC is DRB1_0401 with pseudo-sequence DRB1_0401. The binding affinity (normalized) is 0.791.